This data is from Peptide-MHC class II binding affinity with 134,281 pairs from IEDB. The task is: Regression. Given a peptide amino acid sequence and an MHC pseudo amino acid sequence, predict their binding affinity value. This is MHC class II binding data. (1) The peptide sequence is KASFEEGKCGLNSVD. The MHC is HLA-DQA10201-DQB10402 with pseudo-sequence HLA-DQA10201-DQB10402. The binding affinity (normalized) is 0.578. (2) The peptide sequence is EMETESWIVDRQWAQ. The MHC is DRB5_0101 with pseudo-sequence DRB5_0101. The binding affinity (normalized) is 0.0307.